This data is from Catalyst prediction with 721,799 reactions and 888 catalyst types from USPTO. The task is: Predict which catalyst facilitates the given reaction. Reactant: Br[CH:2]([C:9](=O)[CH3:10])[CH2:3][C:4]([O:6][CH2:7][CH3:8])=[O:5].[Cl:12][CH2:13][CH2:14][CH2:15][O:16][C:17]1[CH:22]=[CH:21][C:20]([C:23](=[S:25])[NH2:24])=[CH:19][CH:18]=1.C(OCC)(=O)C. Product: [Cl:12][CH2:13][CH2:14][CH2:15][O:16][C:17]1[CH:22]=[CH:21][C:20]([C:23]2[S:25][C:2]([CH2:3][C:4]([O:6][CH2:7][CH3:8])=[O:5])=[C:9]([CH3:10])[N:24]=2)=[CH:19][CH:18]=1. The catalyst class is: 9.